This data is from Catalyst prediction with 721,799 reactions and 888 catalyst types from USPTO. The task is: Predict which catalyst facilitates the given reaction. (1) Reactant: [C:1](Cl)(=[O:4])[CH:2]=[CH2:3].[CH3:6][N:7]([CH3:37])[CH:8]1[CH2:11][N:10]([C:12]2[CH:17]=[C:16]([O:18][CH3:19])[C:15]([NH:20][C:21]3[N:26]=[C:25]([C:27]4[C:35]5[C:30](=[CH:31][CH:32]=[CH:33][CH:34]=5)[NH:29][CH:28]=4)[CH:24]=[CH:23][N:22]=3)=[CH:14][C:13]=2[NH2:36])[CH2:9]1. Product: [CH3:37][N:7]([CH3:6])[CH:8]1[CH2:9][N:10]([C:12]2[CH:17]=[C:16]([O:18][CH3:19])[C:15]([NH:20][C:21]3[N:26]=[C:25]([C:27]4[C:35]5[C:30](=[CH:31][CH:32]=[CH:33][CH:34]=5)[NH:29][CH:28]=4)[CH:24]=[CH:23][N:22]=3)=[CH:14][C:13]=2[NH:36][C:1](=[O:4])[CH:2]=[CH2:3])[CH2:11]1. The catalyst class is: 2. (2) Reactant: [N+:1]([C:4]1[C:5]([O:17][CH:18]([CH3:20])[CH3:19])=[C:6]([C:13]([F:16])([F:15])[F:14])[CH:7]=[C:8]([N+:10]([O-:12])=[O:11])[CH:9]=1)([O-])=[O:2].O.O.Cl[Sn]Cl. Product: [OH:2][NH:1][C:4]1[C:5]([O:17][CH:18]([CH3:20])[CH3:19])=[C:6]([C:13]([F:14])([F:16])[F:15])[CH:7]=[C:8]([N+:10]([O-:12])=[O:11])[CH:9]=1. The catalyst class is: 14. (3) Reactant: [CH2:1]([Li])[CH2:2][CH2:3][CH3:4].CCCCCC.C([C@H]1C[O:17][C:16]([CH3:20])([CH3:19])[N:15]1[C:21]([O:23][C:24]([CH3:27])([CH3:26])[CH3:25])=[O:22])=O. Product: [CH3:19][C:16]1([CH3:20])[N:15]([C:21]([O:23][C:24]([CH3:27])([CH3:26])[CH3:25])=[O:22])[C@@H:2]([CH:3]=[CH2:4])[CH2:1][O:17]1. The catalyst class is: 597. (4) Reactant: [CH:1]([NH:4][C:5](=[O:26])[O:6][CH2:7][C:8]1([CH2:21][CH2:22][CH:23]([CH3:25])[CH3:24])[C:17]2[C:12](=[CH:13][CH:14]=[CH:15][CH:16]=2)[C:11](=[O:18])[CH:10]=[C:9]1[O:19]C)([CH3:3])[CH3:2].I[Si](C)(C)C. Product: [CH:1]([NH:4][C:5](=[O:26])[O:6][CH2:7][C:8]1([CH2:21][CH2:22][CH:23]([CH3:25])[CH3:24])[C:17]2[C:12](=[CH:13][CH:14]=[CH:15][CH:16]=2)[C:11](=[O:18])[CH2:10][C:9]1=[O:19])([CH3:3])[CH3:2]. The catalyst class is: 10. (5) Reactant: P(Cl)(Cl)(Cl)(Cl)Cl.[Cl:7][C:8]1[CH:19]=[CH:18][C:11]([O:12][CH2:13][CH2:14][C:15]([OH:17])=O)=[C:10]([CH3:20])[CH:9]=1.[Cl-].[Al+3].[Cl-].[Cl-]. Product: [Cl:7][C:8]1[CH:19]=[C:18]2[C:11](=[C:10]([CH3:20])[CH:9]=1)[O:12][CH2:13][CH2:14][C:15]2=[O:17]. The catalyst class is: 48. (6) The catalyst class is: 14. Reactant: [CH2:1]([O:3][C:4]([NH:6][CH2:7][CH2:8][N:9]1[CH:13]([CH3:14])[C:12]2[CH:15]=[C:16]([C:19]3[C:27]4[C:22](=[CH:23][C:24]([F:28])=[CH:25][CH:26]=4)[N:21](C(OCC)=O)[CH:20]=3)[CH:17]=[CH:18][C:11]=2[S:10]1(=[O:35])=[O:34])=[O:5])[CH3:2].C([O-])([O-])=O.[K+].[K+]. Product: [F:28][C:24]1[CH:23]=[C:22]2[C:27]([C:19]([C:16]3[CH:17]=[CH:18][C:11]4[S:10](=[O:35])(=[O:34])[N:9]([CH2:8][CH2:7][NH:6][C:4](=[O:5])[O:3][CH2:1][CH3:2])[CH:13]([CH3:14])[C:12]=4[CH:15]=3)=[CH:20][NH:21]2)=[CH:26][CH:25]=1. (7) Product: [CH2:1]([N:3]1[C:11]2[C:6](=[CH:7][C:8]([C:12]3[NH:13][C:14]4[N:15]([N:19]=[CH:20][C:21]=4[C:22]4[O:23][C:26]([CH3:27])=[CH:25][N:24]=4)[C:16](=[O:18])[CH:17]=3)=[CH:9][CH:10]=2)[CH:5]=[N:4]1)[CH3:2]. The catalyst class is: 16. Reactant: [CH2:1]([N:3]1[C:11]2[C:6](=[CH:7][C:8]([C:12]3[NH:13][C:14]4[N:15]([N:19]=[CH:20][C:21]=4[C:22]([NH:24][CH2:25][C:26]#[CH:27])=[O:23])[C:16](=[O:18])[CH:17]=3)=[CH:9][CH:10]=2)[CH:5]=[N:4]1)[CH3:2].[H-].[Na+].